This data is from Forward reaction prediction with 1.9M reactions from USPTO patents (1976-2016). The task is: Predict the product of the given reaction. (1) The product is: [ClH:34].[O:19]1[C:20]2[C:10]([C:5]3[CH:6]=[CH:7][CH:8]=[CH:9][C:4]=3[C:1](=[O:3])[CH3:2])=[CH:11][CH:12]=[CH:13][C:14]=2[CH2:15][NH:16][CH2:17][CH2:18]1. Given the reactants [C:1]([C:4]1[CH:9]=[CH:8][CH:7]=[CH:6][C:5]=1[C:10]1[C:20]2[O:19][CH2:18][CH2:17][N:16](C(OC(C)(C)C)=O)[CH2:15][C:14]=2[CH:13]=[CH:12][CH:11]=1)(=[O:3])[CH3:2].C(OCC)(=O)C.[ClH:34], predict the reaction product. (2) Given the reactants [NH2:1][C:2]1[CH:7]=[CH:6][CH:5]=[CH:4][CH:3]=1.[N:8]([O-])=O.[Na+].[CH2:12]([S:16][C:17]1[C:26]2[C:21](=[CH:22][CH:23]=[CH:24][CH:25]=2)[C:20]([OH:27])=[CH:19][CH:18]=1)[CH2:13][CH2:14][CH3:15], predict the reaction product. The product is: [C:2]1([N:1]=[N:8][C:19]2[CH:18]=[C:17]([S:16][CH2:12][CH2:13][CH2:14][CH3:15])[C:26]3[C:21](=[CH:22][CH:23]=[CH:24][CH:25]=3)[C:20]=2[OH:27])[CH:7]=[CH:6][CH:5]=[CH:4][CH:3]=1. (3) The product is: [Br:29][C:11]1[C:12]2[O:21][CH:20]3[CH2:19][CH2:18][N:17]([C:22]([O:24][C:25]([CH3:28])([CH3:27])[CH3:26])=[O:23])[CH2:16][CH:15]3[C:13]=2[CH:14]=[C:9]([C:3]2[CH:4]=[CH:5][C:6]([Cl:8])=[CH:7][C:2]=2[Cl:1])[CH:10]=1. Given the reactants [Cl:1][C:2]1[CH:7]=[C:6]([Cl:8])[CH:5]=[CH:4][C:3]=1[C:9]1[CH:10]=[CH:11][C:12]2[O:21][CH:20]3[CH:15]([CH2:16][N:17]([C:22]([O:24][C:25]([CH3:28])([CH3:27])[CH3:26])=[O:23])[CH2:18][CH2:19]3)[C:13]=2[CH:14]=1.[Br:29]N1C(=O)CCC1=O.O, predict the reaction product. (4) Given the reactants [CH:1]1([CH2:6][O:7][C:8]2[CH:13]=[CH:12][C:11]([C@H:14]3[CH2:39][O:38][C:17]4=[CH:18][C:19]5[CH2:20][C@@H:21]([C:35](O)=[O:36])[N:22]([C@H:26]([C:29]6[CH:34]=[CH:33][CH:32]=[CH:31][CH:30]=6)[CH2:27][CH3:28])[CH2:23][C:24]=5[CH:25]=[C:16]4[O:15]3)=[CH:10][CH:9]=2)[CH2:5][CH2:4][CH2:3][CH2:2]1.Cl.Cl.C[O:43][C:44](=[O:62])[C@@H:45]([NH2:61])[CH2:46][C:47]1[CH:52]=[CH:51][C:50]([C:53]2[CH:58]=[CH:57][N:56]=[C:55]([CH3:59])[C:54]=2[CH3:60])=[CH:49][CH:48]=1, predict the reaction product. The product is: [CH:1]1([CH2:6][O:7][C:8]2[CH:9]=[CH:10][C:11]([C@H:14]3[CH2:39][O:38][C:17]4=[CH:18][C:19]5[CH2:20][C@@H:21]([C:35]([NH:61][C@@H:45]([CH2:46][C:47]6[CH:52]=[CH:51][C:50]([C:53]7[CH:58]=[CH:57][N:56]=[C:55]([CH3:59])[C:54]=7[CH3:60])=[CH:49][CH:48]=6)[C:44]([OH:43])=[O:62])=[O:36])[N:22]([C@H:26]([C:29]6[CH:34]=[CH:33][CH:32]=[CH:31][CH:30]=6)[CH2:27][CH3:28])[CH2:23][C:24]=5[CH:25]=[C:16]4[O:15]3)=[CH:12][CH:13]=2)[CH2:5][CH2:4][CH2:3][CH2:2]1. (5) The product is: [N+:1]([C:4]1[CH:5]=[CH:6][C:7]([O:10][C:11]2[CH:16]=[CH:15][C:14]([CH:17]([CH3:24])[C:18]([O:20][CH3:21])=[O:19])=[CH:13][CH:12]=2)=[N:8][CH:9]=1)([O-:3])=[O:2]. Given the reactants [N+:1]([C:4]1[CH:5]=[CH:6][C:7]([O:10][C:11]2[CH:16]=[CH:15][C:14]([CH2:17][C:18]([O:20][CH3:21])=[O:19])=[CH:13][CH:12]=2)=[N:8][CH:9]=1)([O-:3])=[O:2].[H-].[Na+].[CH3:24]I.[Cl-].[NH4+], predict the reaction product.